Dataset: Full USPTO retrosynthesis dataset with 1.9M reactions from patents (1976-2016). Task: Predict the reactants needed to synthesize the given product. (1) Given the product [C:1]([O:5][C:6](=[O:14])[NH:7][C@H:8]([C:11]1[N:35]([C:36]2[CH:37]=[CH:38][CH:39]=[CH:40][CH:41]=2)[C:30]2[CH:29]=[C:28]([F:27])[CH:33]=[CH:32][C:31]=2[N:12]=1)[CH2:9][CH3:10])([CH3:4])([CH3:3])[CH3:2], predict the reactants needed to synthesize it. The reactants are: [C:1]([O:5][C:6](=[O:14])[NH:7][C@H:8]([C:11](=O)[NH2:12])[CH2:9][CH3:10])([CH3:4])([CH3:3])[CH3:2].F[B-](F)(F)F.C([O+](CC)CC)C.[F:27][C:28]1[CH:29]=[C:30]([NH:35][C:36]2[CH:41]=[CH:40][CH:39]=[CH:38][CH:37]=2)[C:31](N)=[CH:32][CH:33]=1. (2) Given the product [CH2:1]([O:3][C:4](=[O:18])[CH2:5][O:6][C:7]1[CH:12]=[CH:11][C:10]([CH2:13][CH2:14][CH2:15][OH:16])=[CH:9][C:8]=1[CH3:19])[CH3:2], predict the reactants needed to synthesize it. The reactants are: [CH2:1]([O:3][C:4](=[O:18])[CH2:5][O:6][C:7]1[CH:12]=[CH:11][C:10]([CH2:13][CH2:14][CH2:15][OH:16])=[CH:9][C:8]=1I)[CH3:2].[CH3:19]B(O)O.[F-].[Cs+]. (3) Given the product [Br:12][C:13]1[CH:18]=[CH:17][C:16]([C@@H:19]([N:21]2[CH2:26][CH2:25][C:24]([CH2:31][CH:32]3[CH2:34][CH2:33]3)([CH2:27][C:28]3([CH3:30])[CH2:29][O:9]3)[O:23][C:22]2=[O:35])[CH3:20])=[CH:15][CH:14]=1, predict the reactants needed to synthesize it. The reactants are: ClC1C=CC=C(C(OO)=[O:9])C=1.[Br:12][C:13]1[CH:18]=[CH:17][C:16]([C@@H:19]([N:21]2[CH2:26][CH2:25][C:24]([CH2:31][CH:32]3[CH2:34][CH2:33]3)([CH2:27][C:28]([CH3:30])=[CH2:29])[O:23][C:22]2=[O:35])[CH3:20])=[CH:15][CH:14]=1. (4) Given the product [OH:1][C:2]([CH3:41])([CH3:40])[CH2:3][CH2:4][O:5][C:6]1[CH:11]=[CH:10][C:9]([C:12]2[C:16]3[CH:17]=[C:18]([O:21][CH2:22][C:23]4[CH:24]=[CH:25][C:26]([C@@H:29]([C:36]#[C:37][CH3:38])[CH2:30][C:31]([OH:33])=[O:32])=[CH:27][CH:28]=4)[CH:19]=[CH:20][C:15]=3[S:14][CH:13]=2)=[C:8]([CH3:39])[CH:7]=1, predict the reactants needed to synthesize it. The reactants are: [OH:1][C:2]([CH3:41])([CH3:40])[CH2:3][CH2:4][O:5][C:6]1[CH:11]=[CH:10][C:9]([C:12]2[C:16]3[CH:17]=[C:18]([O:21][CH2:22][C:23]4[CH:28]=[CH:27][C:26]([C@@H:29]([C:36]#[C:37][CH3:38])[CH2:30][C:31]([O:33]CC)=[O:32])=[CH:25][CH:24]=4)[CH:19]=[CH:20][C:15]=3[S:14][CH:13]=2)=[C:8]([CH3:39])[CH:7]=1.[Li+].[OH-].Cl. (5) Given the product [CH2:1]([O:8][C:9]1[CH:10]=[CH:11][C:12]2[O:38][CH2:39][C:15]3([C:23]4[C:18](=[CH:19][CH:20]=[CH:21][CH:22]=4)[N:17]([CH:24]([C:25]4[CH:26]=[CH:27][CH:28]=[CH:29][CH:30]=4)[C:31]4[CH:32]=[CH:33][CH:34]=[CH:35][CH:36]=4)[C:16]3=[O:37])[C:13]=2[CH:14]=1)[C:2]1[CH:3]=[CH:4][CH:5]=[CH:6][CH:7]=1, predict the reactants needed to synthesize it. The reactants are: [CH2:1]([O:8][C:9]1[CH:10]=[CH:11][C:12]([OH:38])=[C:13]([CH:15]2[C:23]3[C:18](=[CH:19][CH:20]=[CH:21][CH:22]=3)[N:17]([CH:24]([C:31]3[CH:36]=[CH:35][CH:34]=[CH:33][CH:32]=3)[C:25]3[CH:30]=[CH:29][CH:28]=[CH:27][CH:26]=3)[C:16]2=[O:37])[CH:14]=1)[C:2]1[CH:7]=[CH:6][CH:5]=[CH:4][CH:3]=1.[C:39]1(C(C2C=CC=CC=2)N2C3C(=CC=CC=3)C(C3C=C(C)C(OC)=CC=3O)C2=O)C=CC=CC=1. (6) Given the product [Cl:35][C:28]1[CH:29]=[N+:30]([O-:34])[CH:31]=[C:32]([Cl:33])[C:27]=1[CH2:26][C@@H:25]([C:36]1[CH:41]=[CH:40][C:39]([O:42][CH:43]([F:44])[F:45])=[C:38]([O:46][CH2:47][CH:48]2[CH2:50][CH2:49]2)[CH:37]=1)[O:24][C:22](=[O:23])[CH2:21][CH2:20][O:19][C:17](=[O:18])[C:16]1[CH:51]=[CH:52][C:13]([NH:8][S:9]([CH3:12])(=[O:11])=[O:10])=[C:14]([O:53][CH2:54][CH:55]2[CH2:56][CH2:57]2)[CH:15]=1, predict the reactants needed to synthesize it. The reactants are: C(OC([N:8]([C:13]1[CH:52]=[CH:51][C:16]([C:17]([O:19][CH2:20][CH2:21][C:22]([O:24][C@H:25]([C:36]2[CH:41]=[CH:40][C:39]([O:42][CH:43]([F:45])[F:44])=[C:38]([O:46][CH2:47][CH:48]3[CH2:50][CH2:49]3)[CH:37]=2)[CH2:26][C:27]2[C:32]([Cl:33])=[CH:31][N+:30]([O-:34])=[CH:29][C:28]=2[Cl:35])=[O:23])=[O:18])=[CH:15][C:14]=1[O:53][CH2:54][CH:55]1[CH2:57][CH2:56]1)[S:9]([CH3:12])(=[O:11])=[O:10])=O)(C)(C)C.O1CCOCC1. (7) The reactants are: [CH3:1][C:2]1[C:6]2[CH:7]=[N:8][CH:9]=[CH:10][C:5]=2[N:4]([NH2:11])[CH:3]=1.[CH3:12][C:13]1[C:18]([C:19](O)=[O:20])=[CH:17][N:16]=[C:15]([C:22]2[CH:27]=[CH:26][CH:25]=[CH:24][N:23]=2)[N:14]=1.CN(C(ON1N=NC2C=CC=NC1=2)=[N+](C)C)C.F[P-](F)(F)(F)(F)F.CCN(C(C)C)C(C)C.C([O-])(O)=O.[Na+]. Given the product [CH3:1][C:2]1[C:6]2[CH:7]=[N:8][CH:9]=[CH:10][C:5]=2[N:4]([NH:11][C:19]([C:18]2[C:13]([CH3:12])=[N:14][C:15]([C:22]3[CH:27]=[CH:26][CH:25]=[CH:24][N:23]=3)=[N:16][CH:17]=2)=[O:20])[CH:3]=1, predict the reactants needed to synthesize it. (8) Given the product [Br:12][C:8]1[CH:9]=[CH:10][C:5]([C:1]([CH3:4])([CH3:2])[CH3:3])=[CH:6][C:7]=1[OH:11], predict the reactants needed to synthesize it. The reactants are: [C:1]([C:5]1[CH:6]=[C:7]([OH:11])[CH:8]=[CH:9][CH:10]=1)([CH3:4])([CH3:3])[CH3:2].[Br:12]Br.O.ClCCl. (9) Given the product [Br:9][C:6]1[C:7]([CH3:8])=[C:2]([CH:15]([OH:17])[CH3:16])[CH:3]=[N:4][CH:5]=1, predict the reactants needed to synthesize it. The reactants are: Br[C:2]1[CH:3]=[N:4][CH:5]=[C:6]([Br:9])[C:7]=1[CH3:8].C([Li])CCC.[CH:15](=[O:17])[CH3:16].C(=O)=O.